Dataset: Forward reaction prediction with 1.9M reactions from USPTO patents (1976-2016). Task: Predict the product of the given reaction. Given the reactants [Br:1][C:2]1[CH:25]=[CH:24][C:5]([C:6]([NH:8][NH:9][C:10]([NH:12][CH2:13][C@@H:14]2[CH2:18][CH2:17][N:16]([C:19]([CH:21]3[CH2:23][CH2:22]3)=[O:20])[CH2:15]2)=[O:11])=O)=[C:4]([Cl:26])[CH:3]=1, predict the reaction product. The product is: [Br:1][C:2]1[CH:25]=[CH:24][C:5]([C:6]2[N:12]([CH2:13][C@@H:14]3[CH2:18][CH2:17][N:16]([C:19]([CH:21]4[CH2:23][CH2:22]4)=[O:20])[CH2:15]3)[C:10](=[O:11])[NH:9][N:8]=2)=[C:4]([Cl:26])[CH:3]=1.